From a dataset of Forward reaction prediction with 1.9M reactions from USPTO patents (1976-2016). Predict the product of the given reaction. (1) The product is: [ClH:1].[ClH:1].[CH3:3][C:4]1[CH:5]=[C:6]([O:70][S:71]([C:74]2[CH:79]=[CH:78][CH:77]=[CH:76][C:75]=2[S:80]([N:83]([CH2:96][CH3:97])[CH:84]2[CH2:88][CH2:87][N:86]([CH2:89][C:90]3[CH:91]=[CH:92][CH:93]=[CH:94][CH:95]=3)[CH2:85]2)(=[O:81])=[O:82])(=[O:73])=[O:72])[CH:7]=[C:8]([CH:18]=1)[O:9][CH2:10][CH2:11][CH2:12][O:13][NH:14][C:15]([NH2:17])=[NH:16]. Given the reactants [ClH:1].Cl.[CH3:3][C:4]1[CH:5]=[CH:6][C:7](OS(C2C=CC=CC=2S(N(CC)C2CCN(CC3C=CC=CC=3)C2)(=O)=O)(=O)=O)=[C:8]([CH:18]=1)[O:9][CH2:10][CH2:11][CH2:12][O:13][NH:14][C:15](=[NH:17])[NH2:16].CC1C=CC([O:70][S:71]([C:74]2[CH:79]=[CH:78][CH:77]=[CH:76][C:75]=2[S:80]([N:83]([CH2:96][CH3:97])[CH:84]2[CH2:88][CH2:87][N:86]([CH2:89][C:90]3[CH:95]=[CH:94][CH:93]=[CH:92][CH:91]=3)[CH2:85]2)(=[O:82])=[O:81])(=[O:73])=[O:72])=C(C=1)OCCCOC1C=CC=C2C(NC(=O)C=12)=O.C(C(=CC1C=CC(O)=CC=1)C(O)=O)#N, predict the reaction product. (2) Given the reactants [Cl:1][C:2]1[CH:9]=[CH:8][C:5]([CH:6]=[O:7])=[CH:4][N:3]=1.[CH3:10][S:11]([OH:14])(=[O:13])=[O:12].[CH2:15](O)[CH2:16][CH:17]=[CH2:18], predict the reaction product. The product is: [CH3:10][S:11]([O:14][CH:16]1[CH2:17][CH2:18][O:7][CH:6]([C:5]2[CH:4]=[N:3][C:2]([Cl:1])=[CH:9][CH:8]=2)[CH2:15]1)(=[O:13])=[O:12]. (3) The product is: [CH3:26][O:25][C:19]1[CH:18]=[C:17]([C:14]2[CH:15]=[CH:16][C:11]3[N:12]([C:8]([C:5]4[CH:6]=[CH:7][C:2]([N:28]5[CH:32]=[CH:31][CH:30]=[N:29]5)=[CH:3][CH:4]=4)=[C:9]([CH3:27])[N:10]=3)[N:13]=2)[CH:22]=[CH:21][C:20]=1[O:23][CH3:24]. Given the reactants Br[C:2]1[CH:7]=[CH:6][C:5]([C:8]2[N:12]3[N:13]=[C:14]([C:17]4[CH:22]=[CH:21][C:20]([O:23][CH3:24])=[C:19]([O:25][CH3:26])[CH:18]=4)[CH:15]=[CH:16][C:11]3=[N:10][C:9]=2[CH3:27])=[CH:4][CH:3]=1.[NH:28]1[CH:32]=[CH:31][CH:30]=[N:29]1.C(=NN)C1C(=CC=CC=1)O.C([O-])([O-])=O.[Cs+].[Cs+], predict the reaction product. (4) Given the reactants O=[C:2]([CH2:9][C:10]([O:12][CH2:13][CH3:14])=[O:11])[CH2:3][C:4]([O:6][CH2:7][CH3:8])=[O:5].C(=O)(O)[O-].[Na+].COC1C=CC(P2(SP(C3C=CC(OC)=CC=3)(=S)S2)=[S:29])=CC=1, predict the reaction product. The product is: [S:29]=[C:2]([CH2:9][C:10]([O:12][CH2:13][CH3:14])=[O:11])[CH2:3][C:4]([O:6][CH2:7][CH3:8])=[O:5].